Task: Predict the reactants needed to synthesize the given product.. Dataset: Full USPTO retrosynthesis dataset with 1.9M reactions from patents (1976-2016) (1) The reactants are: Br[C:2]1[C:3]([F:14])=[CH:4][N:5]=[C:6]2[C:11]=1[N:10]=[C:9]([O:12][CH3:13])[CH:8]=[CH:7]2.[OH:15][CH:16]1[CH2:20][C:19]2([CH2:25][CH2:24][NH:23][CH2:22][CH2:21]2)[CH2:18][CH:17]1[NH:26][C:27](=[O:33])[O:28][C:29]([CH3:32])([CH3:31])[CH3:30].C1C=CC(P(C2C=CC3C(=CC=CC=3)C=2C2C3C(=CC=CC=3)C=CC=2P(C2C=CC=CC=2)C2C=CC=CC=2)C2C=CC=CC=2)=CC=1.C([O-])([O-])=O.[Cs+].[Cs+]. Given the product [F:14][C:3]1[CH:4]=[N:5][C:6]2[C:11]([C:2]=1[N:23]1[CH2:22][CH2:21][C:19]3([CH2:18][C@H:17]([NH:26][C:27](=[O:33])[O:28][C:29]([CH3:32])([CH3:30])[CH3:31])[C@H:16]([OH:15])[CH2:20]3)[CH2:25][CH2:24]1)=[N:10][C:9]([O:12][CH3:13])=[CH:8][CH:7]=2, predict the reactants needed to synthesize it. (2) Given the product [C:19]([C:16]1[S:15][C:14]([CH2:13][C:10]2[S:11][CH:12]=[C:8]([C:6]([OH:7])=[O:5])[N:9]=2)=[CH:18][CH:17]=1)(=[O:21])[CH3:20], predict the reactants needed to synthesize it. The reactants are: N#N.C([O:5][C:6]([C:8]1[N:9]=[C:10]([CH2:13][C:14]2[S:15][C:16]([C:19](=[O:21])[CH3:20])=[CH:17][CH:18]=2)[S:11][CH:12]=1)=[O:7])C.[OH-].[Na+]. (3) Given the product [CH:1]1([C:4]2[C:5]([O:15][C@@H:16]3[CH2:21][CH2:20][CH2:19][N:18]([C:23]4[CH:28]=[CH:27][CH:26]=[CH:25][CH:24]=4)[CH2:17]3)=[CH:6][C:7]([F:14])=[C:8]([CH:13]=2)[C:9]([O:11][CH3:12])=[O:10])[CH2:2][CH2:3]1, predict the reactants needed to synthesize it. The reactants are: [CH:1]1([C:4]2[C:5]([O:15][C@@H:16]3[CH2:21][CH2:20][CH2:19][NH:18][CH2:17]3)=[CH:6][C:7]([F:14])=[C:8]([CH:13]=2)[C:9]([O:11][CH3:12])=[O:10])[CH2:3][CH2:2]1.I[C:23]1[CH:28]=[CH:27][CH:26]=[CH:25][CH:24]=1.N1CCC[C@H]1C(O)=O.C(=O)([O-])[O-].[K+].[K+]. (4) Given the product [CH3:22][N:20]([CH2:19][C:15]1[CH:14]=[C:13]2[C:18](=[CH:17][CH:16]=1)[C:9]([CH2:8][NH:7][CH3:6])=[CH:10][CH:11]=[CH:12]2)[CH3:21], predict the reactants needed to synthesize it. The reactants are: C(O[C:6](=O)[NH:7][CH2:8][C:9]1[C:18]2[C:13](=[CH:14][C:15]([C:19](=O)[N:20]([CH3:22])[CH3:21])=[CH:16][CH:17]=2)[CH:12]=[CH:11][CH:10]=1)(C)(C)C.[H-].[H-].[H-].[H-].[Li+].[Al+3]. (5) Given the product [CH3:1][O:2][C:3]1[CH:19]=[CH:18][C:6]([CH2:7][N:8]2[CH2:13][CH2:12][CH2:11][C@@H:10]([CH3:14])[C@H:9]2[CH2:15][NH2:17])=[CH:5][CH:4]=1, predict the reactants needed to synthesize it. The reactants are: [CH3:1][O:2][C:3]1[CH:19]=[CH:18][C:6]([CH2:7][N:8]2[CH2:13][CH2:12][CH2:11][CH:10]([CH3:14])[CH:9]2[C:15]([NH2:17])=O)=[CH:5][CH:4]=1.[H-].[H-].[H-].[H-].[Li+].[Al+3]. (6) Given the product [Cl:37][C:35]([C:31]1[CH:32]=[C:33]([C:2]([CH3:4])([Cl:1])[CH3:3])[CH:34]=[C:29]([C:26]([CH3:27])([Cl:25])[CH3:28])[CH:30]=1)([CH3:36])[CH3:38], predict the reactants needed to synthesize it. The reactants are: [Cl:1][C:2](C1C=CC=CC=1)([CH3:4])[CH3:3].ClC(C1C=CC=CC=1C(C)(Cl)C)(C)C.[Cl:25][C:26]([C:29]1[C:30](C(C)(Cl)C)=[C:31]([C:35]([CH3:38])([Cl:37])[CH3:36])[CH:32]=[CH:33][CH:34]=1)([CH3:28])[CH3:27].